From a dataset of Retrosynthesis with 50K atom-mapped reactions and 10 reaction types from USPTO. Predict the reactants needed to synthesize the given product. (1) Given the product CCOc1cc(OCCCc2cn(-c3ccc(C(F)(F)F)cn3)nc2OCc2ccccc2)ccc1CCC(=O)OC, predict the reactants needed to synthesize it. The reactants are: CCOc1cc(O)ccc1CCC(=O)OC.OCCCc1cn(-c2ccc(C(F)(F)F)cn2)nc1OCc1ccccc1. (2) Given the product CSc1cccc(C(=NOCc2csc(C#CC3CC3)n2)c2nnnn2C)c1, predict the reactants needed to synthesize it. The reactants are: C#CC1CC1.CSc1cccc(C(=NOCc2csc(Br)n2)c2nnnn2C)c1. (3) The reactants are: Cc1c(N2CCNC(CO)C2)c(=O)n(C[C@H](NC(=O)OC(C)(C)C)c2ccccc2)c(=O)n1Cc1c(F)cccc1C(F)(F)F.FC(F)(F)c1ccc(CBr)o1. Given the product Cc1c(N2CCN(Cc3ccc(C(F)(F)F)o3)C(CO)C2)c(=O)n(C[C@H](NC(=O)OC(C)(C)C)c2ccccc2)c(=O)n1Cc1c(F)cccc1C(F)(F)F, predict the reactants needed to synthesize it. (4) Given the product CCC(=O)Nc1nc(CN2CCC(c3c[nH]c4ccc(N)cc34)CC2)cs1, predict the reactants needed to synthesize it. The reactants are: CCC(=O)Nc1nc(CN2CCC(c3c[nH]c4ccc([N+](=O)[O-])cc34)CC2)cs1. (5) Given the product O=C(O)c1ccc2nc(-c3ccccc3)c(N3CCC[C@H]3CO)nc2c1, predict the reactants needed to synthesize it. The reactants are: COC(=O)c1ccc2nc(-c3ccccc3)c(N3CCC[C@H]3CO)nc2c1. (6) Given the product COC(=O)CCC(C)C1CCC2C3C(O)CC4CC(OCCN)CCC4(C)C3CC(O)C12C, predict the reactants needed to synthesize it. The reactants are: COC(=O)CCC(C)C1CCC2C3C(O)CC4CC(OCCN5C(=O)c6ccccc6C5=O)CCC4(C)C3CC(O)C12C. (7) The reactants are: CC(=O)OC(C)=O.Nc1ccc(OC2CN3CCC2CC3)cc1. Given the product CC(=O)Nc1ccc(OC2CN3CCC2CC3)cc1, predict the reactants needed to synthesize it. (8) Given the product CC(C)Cc1cc(C(=O)N2CCN(CC(C)C)CC2)ccc1OCc1ccc(Cl)cc1, predict the reactants needed to synthesize it. The reactants are: CC(C)Cc1cc(C(=O)N2CCN(CC(C)C)CC2)ccc1O.Clc1ccc(CBr)cc1. (9) Given the product C[Si](C)(C)CCOCn1cc(C#N)c(=O)c2cc(N)c(NCCN3CCOCC3)cc21, predict the reactants needed to synthesize it. The reactants are: C[Si](C)(C)CCOCn1cc(C#N)c(=O)c2cc([N+](=O)[O-])c(NCCN3CCOCC3)cc21. (10) Given the product Cc1ccncc1N1CCN(c2cnc3ccccc3c2)C1=O, predict the reactants needed to synthesize it. The reactants are: Brc1cnc2ccccc2c1.Cc1ccncc1N1CCNC1=O.